The task is: Predict the product of the given reaction.. This data is from Forward reaction prediction with 1.9M reactions from USPTO patents (1976-2016). (1) Given the reactants Cl[C:2]1[N:3]=[CH:4][C:5]2[N:6]([CH3:21])[C:7](=[O:20])[C:8]([CH3:19])([CH3:18])[CH2:9][N:10]([CH:13]3[CH2:17][CH2:16][CH2:15][CH2:14]3)[C:11]=2[N:12]=1.[C:22]1([C@@H:28]([NH2:30])[CH3:29])[CH:27]=[CH:26][CH:25]=[CH:24][CH:23]=1.CCN(C(C)C)C(C)C, predict the reaction product. The product is: [CH:13]1([N:10]2[CH2:9][C:8]([CH3:19])([CH3:18])[C:7](=[O:20])[N:6]([CH3:21])[C:5]3[CH:4]=[N:3][C:2]([NH:30][C@H:28]([C:22]4[CH:27]=[CH:26][CH:25]=[CH:24][CH:23]=4)[CH3:29])=[N:12][C:11]2=3)[CH2:17][CH2:16][CH2:15][CH2:14]1. (2) Given the reactants [N+:1]([C:4]1[CH:9]=[CH:8][CH:7]=[C:6]([CH3:10])[C:5]=1[NH:11][C:12]1[N:13]=[CH:14][C:15]2[CH:21]=[C:20]([C:22]3[C:27]([Cl:28])=[C:26]([O:29][CH3:30])[CH:25]=[C:24]([O:31][CH3:32])[C:23]=3[Cl:33])[C:19](=[O:34])[N:18]([CH3:35])[C:16]=2[N:17]=1)([O-])=O.O.[Sn](Cl)Cl.C(=O)(O)[O-].[Na+], predict the reaction product. The product is: [NH2:1][C:4]1[CH:9]=[CH:8][CH:7]=[C:6]([CH3:10])[C:5]=1[NH:11][C:12]1[N:13]=[CH:14][C:15]2[CH:21]=[C:20]([C:22]3[C:23]([Cl:33])=[C:24]([O:31][CH3:32])[CH:25]=[C:26]([O:29][CH3:30])[C:27]=3[Cl:28])[C:19](=[O:34])[N:18]([CH3:35])[C:16]=2[N:17]=1.